This data is from Reaction yield outcomes from USPTO patents with 853,638 reactions. The task is: Predict the reaction yield, written as a fraction of the theoretical maximum amount of product (1.0 means a 100% yield; for example, 0.34 means a 34% yield). The reactants are CC([O-])(C)C.[Na+].[N:7]1[C:11]2[CH:12]=[CH:13][CH:14]=[CH:15][C:10]=2[NH:9][CH:8]=1.CC(C1C=C(C(C)C)C(C2C=CC=CC=2P(C2CCCCC2)C2CCCCC2)=C(C(C)C)C=1)C.N#N.FC(F)(F)S(O[C:58]1[C@@:62]2([CH3:78])[CH2:63][CH2:64][C@H:65]3[C@H:74]([C@@H:61]2[CH2:60][CH:59]=1)[CH2:73][CH:72]=[C:71]1[C@:66]3([CH3:77])[CH2:67][CH2:68][C:69](=[O:76])[N:70]1[CH3:75])(=O)=O. The catalyst is C1(C)C=CC=CC=1.C1C=CC(/C=C/C(/C=C/C2C=CC=CC=2)=O)=CC=1.C1C=CC(/C=C/C(/C=C/C2C=CC=CC=2)=O)=CC=1.C1C=CC(/C=C/C(/C=C/C2C=CC=CC=2)=O)=CC=1.[Pd].[Pd]. The product is [N:7]1([C:58]2[C@@:62]3([CH3:78])[CH2:63][CH2:64][C@H:65]4[C@H:74]([C@@H:61]3[CH2:60][CH:59]=2)[CH2:73][CH:72]=[C:71]2[C@:66]4([CH3:77])[CH2:67][CH2:68][C:69](=[O:76])[N:70]2[CH3:75])[C:11]2[CH:12]=[CH:13][CH:14]=[CH:15][C:10]=2[N:9]=[CH:8]1. The yield is 0.0400.